From a dataset of Forward reaction prediction with 1.9M reactions from USPTO patents (1976-2016). Predict the product of the given reaction. (1) Given the reactants [CH3:1][CH:2]([C:4]([O:6][C:7]1[CH:8]=[CH:9][C:10]([CH2:29][OH:30])=[CH:11][C:12]=1[C@@H:13]([C:23]1[CH:24]=[CH:25][CH:26]=[CH:27][CH:28]=1)[CH2:14][CH2:15][N:16]([CH:20]([CH3:22])[CH3:21])[CH:17]([CH3:19])[CH3:18])=[O:5])[CH3:3].C([O-])(=O)C(C1C=CC=CC=1)O, predict the reaction product. The product is: [CH3:3][CH:2]([C:4]([O:6][C:7]1[CH:8]=[CH:9][C:10]([CH2:29][OH:30])=[CH:11][C:12]=1[C@@H:13]([C:23]1[CH:28]=[CH:27][CH:26]=[CH:25][CH:24]=1)[CH2:14][CH2:15][N:16]([CH:20]([CH3:21])[CH3:22])[CH:17]([CH3:18])[CH3:19])=[O:5])[CH3:1]. (2) Given the reactants [CH3:1][CH:2]([OH:9])[CH2:3][CH2:4][CH2:5][CH2:6][CH2:7][CH3:8].C(=O)([O-])O.[Na+].C1C(=O)N(Br)C(=O)C1, predict the reaction product. The product is: [CH3:1][C:2](=[O:9])[CH2:3][CH2:4][CH2:5][CH2:6][CH2:7][CH3:8]. (3) Given the reactants [C:1]([CH2:3][C:4]([O:6][CH2:7][CH3:8])=[O:5])#[N:2].C([C:11](CC)(CC)[C:12]([O-:15])([O-])[O-])C.[C:20](O)(=O)[CH3:21], predict the reaction product. The product is: [C:1]([C:3](=[C:20]([O:15][CH2:12][CH3:11])[CH3:21])[C:4]([O:6][CH2:7][CH3:8])=[O:5])#[N:2]. (4) Given the reactants C[O:2][C:3](=O)[N:4]([CH2:10][CH2:11][C:12]1[CH:17]=[CH:16][CH:15]=[CH:14][C:13]=1[Br:18])[CH2:5][CH2:6][O:7]CC.FC(F)(F)S(OS(C(F)(F)F)(=O)=O)(=O)=O.C(=O)([O-])O.[Na+], predict the reaction product. The product is: [Br:18][C:13]1[CH:14]=[CH:15][CH:16]=[C:17]2[C:12]=1[CH2:11][CH2:10][N:4]([CH2:5][CH2:6][OH:7])[C:3]2=[O:2]. (5) Given the reactants C1COCC1.[CH3:6][O:7][C:8]1[CH:9]=[C:10]([CH:14]=[C:15]([O:21][CH3:22])[C:16]=1[O:17][CH2:18][C:19]#[CH:20])[C:11](Cl)=[O:12].[CH:23]1([C@@H:29]([NH2:31])[CH3:30])[CH2:28][CH2:27][CH2:26][CH2:25][CH2:24]1.C(N(CC)CC)C, predict the reaction product. The product is: [CH:23]1([C@@H:29]([NH:31][C:11](=[O:12])[C:10]2[CH:9]=[C:8]([O:7][CH3:6])[C:16]([O:17][CH2:18][C:19]#[CH:20])=[C:15]([O:21][CH3:22])[CH:14]=2)[CH3:30])[CH2:28][CH2:27][CH2:26][CH2:25][CH2:24]1. (6) Given the reactants C(N(C(C)C)CC)(C)C.[C:10]([Si:14]([CH3:17])([CH3:16])Cl)([CH3:13])([CH3:12])[CH3:11].[CH2:18]([N:25]1[CH2:29][CH2:28][CH:27]([CH2:30][OH:31])[CH2:26]1)[C:19]1[CH:24]=[CH:23][CH:22]=[CH:21][CH:20]=1, predict the reaction product. The product is: [CH2:18]([N:25]1[CH2:29][CH2:28][CH:27]([CH2:30][O:31][Si:14]([C:10]([CH3:13])([CH3:12])[CH3:11])([CH3:17])[CH3:16])[CH2:26]1)[C:19]1[CH:24]=[CH:23][CH:22]=[CH:21][CH:20]=1. (7) Given the reactants [F:1][C:2]1[CH:7]=[CH:6][C:5]([C:8]2([CH2:14][CH2:15][C:16]3[O:17][C:18]4[CH:28]=[CH:27][C:26]5[C:21](=[CH:22][CH:23]=[C:24]([CH:29]([OH:32])CO)[CH:25]=5)[C:19]=4[N:20]=3)[CH2:13][CH2:12][CH2:11][CH2:10][CH2:9]2)=[CH:4][CH:3]=1.I([O-])(=O)(=O)=O.[Na+].C(OCC)(=O)C, predict the reaction product. The product is: [F:1][C:2]1[CH:7]=[CH:6][C:5]([C:8]2([CH2:14][CH2:15][C:16]3[O:17][C:18]4[CH:28]=[CH:27][C:26]5[C:21](=[CH:22][CH:23]=[C:24]([CH:29]=[O:32])[CH:25]=5)[C:19]=4[N:20]=3)[CH2:9][CH2:10][CH2:11][CH2:12][CH2:13]2)=[CH:4][CH:3]=1.